Dataset: Full USPTO retrosynthesis dataset with 1.9M reactions from patents (1976-2016). Task: Predict the reactants needed to synthesize the given product. (1) Given the product [C:13]([N:12]1[C:11]2[CH:17]=[CH:18][C:19]([C:21]3[CH:22]=[N:23][C:24]([NH2:27])=[N:25][CH:26]=3)=[CH:20][C:10]=2[N:9]=[C:8]1[C:3]1[CH:4]=[CH:5][CH:6]=[CH:7][C:2]=1[N:29]1[N:30]=[CH:31][CH:32]=[N:28]1)([CH3:16])([CH3:15])[CH3:14], predict the reactants needed to synthesize it. The reactants are: Br[C:2]1[CH:7]=[CH:6][CH:5]=[CH:4][C:3]=1[C:8]1[N:12]([C:13]([CH3:16])([CH3:15])[CH3:14])[C:11]2[CH:17]=[CH:18][C:19]([C:21]3[CH:22]=[N:23][C:24]([NH2:27])=[N:25][CH:26]=3)=[CH:20][C:10]=2[N:9]=1.[NH:28]1[CH:32]=[CH:31][N:30]=[N:29]1.C([O-])([O-])=O.[Cs+].[Cs+]. (2) Given the product [C:17]([C:13]1[CH:12]=[C:11]([Cl:15])[N:10]=[CH:9][C:8]=1[NH:7][C:6](=[O:16])[O:5][C:1]([CH3:4])([CH3:3])[CH3:2])#[C:18][CH2:19][CH3:20], predict the reactants needed to synthesize it. The reactants are: [C:1]([O:5][C:6](=[O:16])[NH:7][C:8]1[CH:9]=[N:10][C:11]([Cl:15])=[CH:12][C:13]=1I)([CH3:4])([CH3:3])[CH3:2].[CH:17]#[C:18][CH2:19][CH3:20].C(N(CC)CC)C. (3) Given the product [CH3:29][O:28][C:25]1[CH:24]=[CH:23][C:22]([CH2:21][O:20][CH2:19][CH2:18][CH2:17][CH:11]([CH2:10][OH:9])[CH2:12][OH:13])=[CH:27][CH:26]=1, predict the reactants needed to synthesize it. The reactants are: [H-].[Al+3].[Li+].[H-].[H-].[H-].C([O:9][C:10](=O)[CH:11]([CH2:17][CH2:18][CH2:19][O:20][CH2:21][C:22]1[CH:27]=[CH:26][C:25]([O:28][CH3:29])=[CH:24][CH:23]=1)[C:12](OCC)=[O:13])C.O. (4) Given the product [Cl:1][C:2]1[CH:7]=[CH:6][C:5]([C:8]2[CH:9]=[C:10]3[C:14](=[C:15]([C:17]([NH2:21])=[O:19])[CH:16]=2)[NH:13][CH:12]=[CH:11]3)=[CH:4][CH:3]=1, predict the reactants needed to synthesize it. The reactants are: [Cl:1][C:2]1[CH:7]=[CH:6][C:5]([C:8]2[CH:9]=[C:10]3[C:14](=[C:15]([C:17]([OH:19])=O)[CH:16]=2)[NH:13][CH:12]=[CH:11]3)=[CH:4][CH:3]=1.C[N:21](C(ON1N=NC2C=CC=NC1=2)=[N+](C)C)C.F[P-](F)(F)(F)(F)F.N. (5) The reactants are: [CH3:1][O:2][C:3]1[CH:4]=[C:5]([CH:9]([C:12](=O)[C:13]2[CH:18]=[CH:17][N:16]=[CH:15][CH:14]=2)[C:10]#[N:11])[CH:6]=[CH:7][CH:8]=1.O=P(Cl)(Cl)[Cl:22]. Given the product [Cl:22][C:12]([C:13]1[CH:18]=[CH:17][N:16]=[CH:15][CH:14]=1)=[C:9]([C:5]1[CH:6]=[CH:7][CH:8]=[C:3]([O:2][CH3:1])[CH:4]=1)[C:10]#[N:11], predict the reactants needed to synthesize it. (6) Given the product [OH:19][C:20]1[CH:21]=[C:22]([CH:35]2[CH2:36][NH:41][CH2:38][CH2:37][N:34]2[CH2:2][CH2:3][CH2:4][CH2:5][NH:6][C:7]([C:9]2[CH2:18][CH2:17][C:16]3[C:11](=[CH:12][CH:13]=[CH:14][CH:15]=3)[CH:10]=2)=[O:8])[CH:23]=[CH:24][CH:25]=1, predict the reactants needed to synthesize it. The reactants are: Br[CH2:2][CH2:3][CH2:4][CH2:5][NH:6][C:7]([CH:9]1[CH:18]=[CH:17][C:16]2[C:11](=[CH:12][CH:13]=[CH:14][CH:15]=2)[CH2:10]1)=[O:8].[OH:19][C:20]1[CH:21]=[C:22](N2CCNCC2)[CH:23]=[CH:24][CH:25]=1.C([N:34]([CH2:37][CH3:38])[CH2:35][CH3:36])C.CC#[N:41]. (7) Given the product [CH3:1][O:2][C:3]1[N:8]=[C:7]2[CH:9]=[C:10]([C:12]([O:14][CH3:17])=[O:13])[NH:11][C:6]2=[CH:5][CH:4]=1, predict the reactants needed to synthesize it. The reactants are: [CH3:1][O:2][C:3]1[N:8]=[C:7]2[CH:9]=[C:10]([C:12]([OH:14])=[O:13])[NH:11][C:6]2=[CH:5][CH:4]=1.CO.[CH3:17][Si](C=[N+]=[N-])(C)C. (8) Given the product [N:1]1([C:2]2[CH:11]=[CH:10][C:5]([C:6]([O:8][CH3:9])=[O:7])=[CH:4][N:3]=2)[CH:16]=[N:28][N:27]=[N:26]1, predict the reactants needed to synthesize it. The reactants are: [NH2:1][C:2]1[CH:11]=[CH:10][C:5]([C:6]([O:8][CH3:9])=[O:7])=[CH:4][N:3]=1.C(O)(=O)C.[CH:16](OCC)(OCC)OCC.[N-:26]=[N+:27]=[N-:28].[Na+].